From a dataset of Peptide-MHC class II binding affinity with 134,281 pairs from IEDB. Regression. Given a peptide amino acid sequence and an MHC pseudo amino acid sequence, predict their binding affinity value. This is MHC class II binding data. (1) The peptide sequence is KRWIILGLNKIVRMYSPTSI. The MHC is HLA-DQA10501-DQB10201 with pseudo-sequence HLA-DQA10501-DQB10201. The binding affinity (normalized) is 0.166. (2) The peptide sequence is AFKVAAVAANAAPAN. The MHC is DRB1_0401 with pseudo-sequence DRB1_0401. The binding affinity (normalized) is 0.405. (3) The peptide sequence is AAATAGTTVYGAMAA. The MHC is HLA-DPA10103-DPB10401 with pseudo-sequence HLA-DPA10103-DPB10401. The binding affinity (normalized) is 0. (4) The peptide sequence is EKKYFAATQFEPLIA. The MHC is HLA-DQA10501-DQB10301 with pseudo-sequence HLA-DQA10501-DQB10301. The binding affinity (normalized) is 0.231. (5) The peptide sequence is LGLTQPFLGLCAFLA. The MHC is DRB1_1301 with pseudo-sequence DRB1_1301. The binding affinity (normalized) is 0.447. (6) The peptide sequence is VRILRRVHHRKYLTD. The MHC is DRB1_1302 with pseudo-sequence DRB1_1302. The binding affinity (normalized) is 0.478. (7) The peptide sequence is YDKFLANVSEVLTGK. The MHC is DRB1_0701 with pseudo-sequence DRB1_0701. The binding affinity (normalized) is 0.680. (8) The peptide sequence is IEENGSMRVFVDVIR. The MHC is DRB1_0901 with pseudo-sequence DRB1_0901. The binding affinity (normalized) is 0.299. (9) The peptide sequence is SRKRRSHDVLTVQFL. The MHC is DRB1_1101 with pseudo-sequence DRB1_1101. The binding affinity (normalized) is 0.385.